Predict the reactants needed to synthesize the given product. From a dataset of Full USPTO retrosynthesis dataset with 1.9M reactions from patents (1976-2016). The reactants are: [Cl:1][C:2]1[CH:24]=[CH:23][C:5]([CH2:6][NH:7][C:8]([C:10]2[CH:19]=[CH:18][C:13]([C:14]([O:16]C)=O)=[C:12]([N:20]=[C:21]=[S:22])[CH:11]=2)=[O:9])=[CH:4][CH:3]=1.[N:25]1[CH:30]=[CH:29][CH:28]=[C:27]([NH2:31])[N:26]=1. Given the product [Cl:1][C:2]1[CH:3]=[CH:4][C:5]([CH2:6][NH:7][C:8]([C:10]2[CH:11]=[C:12]3[C:13]([C:14](=[O:16])[N:31]([C:27]4[N:26]=[N:25][CH:30]=[CH:29][CH:28]=4)[C:21](=[S:22])[NH:20]3)=[CH:18][CH:19]=2)=[O:9])=[CH:23][CH:24]=1, predict the reactants needed to synthesize it.